From a dataset of Full USPTO retrosynthesis dataset with 1.9M reactions from patents (1976-2016). Predict the reactants needed to synthesize the given product. (1) Given the product [F:1][C:2]([F:18])([F:19])[C:3]1[CH:4]=[C:5]([CH:13]([NH2:15])[CH3:14])[CH:6]=[C:7]([C:9]([F:10])([F:11])[F:12])[CH:8]=1, predict the reactants needed to synthesize it. The reactants are: [F:1][C:2]([F:19])([F:18])[C:3]1[CH:4]=[C:5]([CH:13]([N:15]=[N+]=[N-])[CH3:14])[CH:6]=[C:7]([C:9]([F:12])([F:11])[F:10])[CH:8]=1.[H][H]. (2) Given the product [Cl:20][C:17]1[CH:18]=[CH:19][C:14]([C:12]2[CH:11]=[C:10]([C:21]([F:24])([F:23])[F:22])[N:9]=[C:8]([C:4]3[CH:3]=[C:2]([C:29]4[CH:30]=[CH:31][C:26]([NH2:25])=[N:27][CH:28]=4)[CH:7]=[CH:6][CH:5]=3)[CH:13]=2)=[CH:15][CH:16]=1, predict the reactants needed to synthesize it. The reactants are: Br[C:2]1[CH:3]=[C:4]([C:8]2[CH:13]=[C:12]([C:14]3[CH:19]=[CH:18][C:17]([Cl:20])=[CH:16][CH:15]=3)[CH:11]=[C:10]([C:21]([F:24])([F:23])[F:22])[N:9]=2)[CH:5]=[CH:6][CH:7]=1.[NH2:25][C:26]1[CH:31]=[CH:30][C:29](B2OC(C)(C)C(C)(C)O2)=[CH:28][N:27]=1.